Dataset: Forward reaction prediction with 1.9M reactions from USPTO patents (1976-2016). Task: Predict the product of the given reaction. Given the reactants [Br:1][C:2]1[CH:10]=[CH:9][C:5]([C:6](O)=O)=[C:4]([Cl:11])[CH:3]=1.C1N=CN(C(N2C=NC=C2)=O)C=1.Cl.Cl.[NH2:26][C:27]1[C:35]([NH2:36])=[CH:34][CH:33]=[CH:32][C:28]=1[C:29]([NH2:31])=[O:30], predict the reaction product. The product is: [Br:1][C:2]1[CH:10]=[CH:9][C:5]([C:6]2[NH:36][C:35]3[CH:34]=[CH:33][CH:32]=[C:28]([C:29]([NH2:31])=[O:30])[C:27]=3[N:26]=2)=[C:4]([Cl:11])[CH:3]=1.